From a dataset of Reaction yield outcomes from USPTO patents with 853,638 reactions. Predict the reaction yield, written as a fraction of the theoretical maximum amount of product (1.0 means a 100% yield; for example, 0.34 means a 34% yield). (1) The reactants are Br[C:2]1[C:10]2[C:5](=[CH:6][CH:7]=[CH:8][CH:9]=2)[N:4]([C:11]2[CH:16]=[CH:15][C:14]([O:17][CH3:18])=[CH:13][CH:12]=2)[C:3]=1[C:19]1[CH:24]=[CH:23][CH:22]=[CH:21][CH:20]=1.[CH:25](OCCO)=C.[C:31]([O-:34])([O-])=O.[K+].[K+].Cl. The catalyst is [Br-].C([N+](CCCC)(CCCC)CCCC)CCC.C([O-])(=O)C.[Pd+2].C([O-])(=O)C.C(Cl)Cl.O.C1(C)C=CC=CC=1. The product is [CH3:18][O:17][C:14]1[CH:13]=[CH:12][C:11]([N:4]2[C:5]3[C:10](=[CH:9][CH:8]=[CH:7][CH:6]=3)[C:2]([C:31](=[O:34])[CH3:25])=[C:3]2[C:19]2[CH:20]=[CH:21][CH:22]=[CH:23][CH:24]=2)=[CH:16][CH:15]=1. The yield is 0.550. (2) The reactants are Cl[CH2:2][C:3]1[O:7][N:6]=[C:5]([C:8]2[CH:13]=[CH:12][CH:11]=[CH:10][CH:9]=2)[CH:4]=1.[OH:14][C:15]1[CH:36]=[CH:35][C:18]([CH2:19][O:20]/[N:21]=[C:22](/[C:29]2[CH:34]=[CH:33][CH:32]=[CH:31][CH:30]=2)\[CH2:23][CH2:24][C:25]([O:27][CH3:28])=[O:26])=[CH:17][CH:16]=1.C(=O)([O-])[O-].[K+].[K+].CN(C)C=O. The catalyst is C(OCC)(=O)C.CCCCCC.O. The product is [C:29]1(/[C:22](=[N:21]/[O:20][CH2:19][C:18]2[CH:35]=[CH:36][C:15]([O:14][CH2:2][C:3]3[O:7][N:6]=[C:5]([C:8]4[CH:13]=[CH:12][CH:11]=[CH:10][CH:9]=4)[CH:4]=3)=[CH:16][CH:17]=2)/[CH2:23][CH2:24][C:25]([O:27][CH3:28])=[O:26])[CH:30]=[CH:31][CH:32]=[CH:33][CH:34]=1. The yield is 0.620.